From a dataset of Catalyst prediction with 721,799 reactions and 888 catalyst types from USPTO. Predict which catalyst facilitates the given reaction. Reactant: [O:1]1[C:5]2[CH:6]=[CH:7][CH:8]=[CH:9][C:4]=2[CH:3]=[C:2]1[CH:10]([C:26]1[CH:31]=[CH:30][CH:29]=[C:28]([N+:32]([O-])=O)[CH:27]=1)[NH:11][S:12]([C:15]1[CH:25]=[CH:24][C:18]2[O:19][CH2:20][CH2:21][CH2:22][O:23][C:17]=2[CH:16]=1)(=[O:14])=[O:13].C(O)C.[Cl-].[NH4+]. Product: [NH2:32][C:28]1[CH:27]=[C:26]([CH:10]([C:2]2[O:1][C:5]3[CH:6]=[CH:7][CH:8]=[CH:9][C:4]=3[CH:3]=2)[NH:11][S:12]([C:15]2[CH:25]=[CH:24][C:18]3[O:19][CH2:20][CH2:21][CH2:22][O:23][C:17]=3[CH:16]=2)(=[O:14])=[O:13])[CH:31]=[CH:30][CH:29]=1. The catalyst class is: 150.